This data is from Forward reaction prediction with 1.9M reactions from USPTO patents (1976-2016). The task is: Predict the product of the given reaction. (1) Given the reactants [Br:1][C:2]1[C:3]([O:10][CH3:11])=[C:4]([CH:7]=[CH:8][CH:9]=1)[C:5]#[N:6].C(=O)(O)[O-].[Na+].Cl.[NH2:18][OH:19], predict the reaction product. The product is: [Br:1][C:2]1[C:3]([O:10][CH3:11])=[C:4]([C:5](=[NH:6])[NH:18][OH:19])[CH:7]=[CH:8][CH:9]=1. (2) Given the reactants [C:1]([O:5][C:6](=[O:44])[CH2:7][C@H:8]1[CH2:13][C@@H:12]([CH2:14][CH2:15][N:16]2[C:20]([CH:21]3[CH2:23][CH2:22]3)=[C:19]([C:24](=[O:34])[NH:25][C@H:26]([C:28]3[CH:33]=[CH:32][CH:31]=[CH:30][CH:29]=3)[CH3:27])[N:18]=[C:17]2[C:35]2[CH:40]=[CH:39][C:38]([F:41])=[CH:37][CH:36]=2)[O:11]C(C)(C)[O:9]1)([CH3:4])([CH3:3])[CH3:2].Cl.C([O-])(O)=O.[Na+], predict the reaction product. The product is: [C:1]([O:5][C:6](=[O:44])[CH2:7][C@H:8]([OH:9])[CH2:13][C@H:12]([OH:11])[CH2:14][CH2:15][N:16]1[C:20]([CH:21]2[CH2:22][CH2:23]2)=[C:19]([C:24](=[O:34])[NH:25][C@H:26]([C:28]2[CH:29]=[CH:30][CH:31]=[CH:32][CH:33]=2)[CH3:27])[N:18]=[C:17]1[C:35]1[CH:40]=[CH:39][C:38]([F:41])=[CH:37][CH:36]=1)([CH3:2])([CH3:3])[CH3:4]. (3) Given the reactants [CH3:1][N+:2]1[C:6]([S-:7])=[N:5][N:4]([CH:8]([CH3:11])[CH2:9][CH3:10])[N:3]=1.S(=O)(=O)(O)O.[OH-].[Na+].C(=O)(O)[O-].[Na+].[F:24][B-:25]([F:28])([F:27])[F:26].[Na+], predict the reaction product. The product is: [F:24][B-:25]([F:28])([F:27])[F:26].[CH3:1][N+:2]1[C:6]([S:7][CH:8]([CH3:11])[CH2:9][CH3:10])=[N:5][N:4]([CH:8]([CH3:11])[CH2:9][CH3:10])[N:3]=1.